This data is from Reaction yield outcomes from USPTO patents with 853,638 reactions. The task is: Predict the reaction yield, written as a fraction of the theoretical maximum amount of product (1.0 means a 100% yield; for example, 0.34 means a 34% yield). The reactants are [Br:1][C:2]1[CH:3]=[CH:4][C:5]([N+:10]([O-:12])=[O:11])=[C:6]([CH:9]=1)[CH:7]=[O:8].[N+:13]([O-])([OH:15])=[O:14]. No catalyst specified. The product is [Br:1][C:2]1[C:3]([N+:13]([O-:15])=[O:14])=[CH:4][C:5]([N+:10]([O-:12])=[O:11])=[C:6]([CH:9]=1)[CH:7]=[O:8]. The yield is 0.0700.